Predict the reactants needed to synthesize the given product. From a dataset of Full USPTO retrosynthesis dataset with 1.9M reactions from patents (1976-2016). Given the product [NH2:15][CH:13]([C:9]1[CH:8]=[C:7]([CH:12]=[CH:11][CH:10]=1)[O:6][C:5]1[CH:23]=[CH:24][C:2]([Cl:1])=[CH:3][C:4]=1[C:25]#[N:26])[CH3:14].[ClH:1], predict the reactants needed to synthesize it. The reactants are: [Cl:1][C:2]1[CH:24]=[CH:23][C:5]([O:6][C:7]2[CH:8]=[C:9]([CH:13]([NH:15]C(=O)OC(C)(C)C)[CH3:14])[CH:10]=[CH:11][CH:12]=2)=[C:4]([C:25]#[N:26])[CH:3]=1.